This data is from Catalyst prediction with 721,799 reactions and 888 catalyst types from USPTO. The task is: Predict which catalyst facilitates the given reaction. (1) Reactant: [F:1][CH2:2][CH2:3][CH2:4][O:5][C:6]1[CH:7]=[C:8]2[C:12](=[CH:13][CH:14]=1)[CH2:11][C:10]1([CH2:19][CH2:18][CH:17]([OH:20])[CH2:16][CH2:15]1)[C:9]2=[N:21]S(C(C)(C)C)=O.Cl. Product: [F:1][CH2:2][CH2:3][CH2:4][O:5][C:6]1[CH:7]=[C:8]2[C:12]([CH2:11][C:10]3([CH2:15][CH2:16][CH:17]([OH:20])[CH2:18][CH2:19]3)[C:9]2=[NH:21])=[CH:13][CH:14]=1. The catalyst class is: 12. (2) Reactant: [CH3:1][O:2][C:3]([C:5]1[C:10]([OH:11])=[CH:9][CH:8]=[CH:7][N:6]=1)=[O:4].[C:12]([O-])([O-])=O.[K+].[K+].CI.CN(C=O)C. Product: [CH3:1][O:2][C:3]([C:5]1[C:10]([O:11][CH3:12])=[CH:9][CH:8]=[CH:7][N:6]=1)=[O:4]. The catalyst class is: 161. (3) Reactant: [OH-].[NH3:2].[CH2:3]([N:7]1[C:11]2[N:12]=[CH:13][N:14]=[C:15](Cl)[C:10]=2[C:9]([C:17]2[CH:18]=[C:19]([NH:23][C:24](=[O:31])[C:25]3[CH:30]=[CH:29][CH:28]=[CH:27][CH:26]=3)[CH:20]=[CH:21][CH:22]=2)=[CH:8]1)[CH2:4][CH:5]=[CH2:6]. Product: [NH2:2][C:15]1[C:10]2[C:9]([C:17]3[CH:18]=[C:19]([NH:23][C:24](=[O:31])[C:25]4[CH:30]=[CH:29][CH:28]=[CH:27][CH:26]=4)[CH:20]=[CH:21][CH:22]=3)=[CH:8][N:7]([CH2:3][CH2:4][CH:5]=[CH2:6])[C:11]=2[N:12]=[CH:13][N:14]=1. The catalyst class is: 12. (4) Reactant: [C:1]1([C@H:7]([CH2:9][OH:10])[NH2:8])[CH:6]=[CH:5][CH:4]=[CH:3][CH:2]=1.[S:11]1[CH2:17][C:15](=[O:16])[NH:14][C:12]1=S.CCN(C(C)C)C(C)C. Product: [OH:10][CH2:9][C@H:7]([NH:8][C:12]1[S:11][CH2:17][C:15](=[O:16])[N:14]=1)[C:1]1[CH:6]=[CH:5][CH:4]=[CH:3][CH:2]=1. The catalyst class is: 10. (5) Reactant: [F:1][C:2]1[CH:3]=[C:4]([CH:8]=[CH:9][CH:10]=1)[CH2:5][CH2:6][NH2:7].C[Al](C)C.C(N[C:23]([C:25]1[S:26][CH:27]=[CH:28][C:29]=1[NH:30][C:31]1[C:32]2[CH:39]=[CH:38][NH:37][C:33]=2[N:34]=[CH:35][N:36]=1)=[O:24])C1C=CC=CC=1.O. Product: [F:1][C:2]1[CH:3]=[C:4]([CH2:5][CH2:6][NH:7][C:23]([C:25]2[S:26][CH:27]=[CH:28][C:29]=2[NH:30][C:31]2[C:32]3[CH:39]=[CH:38][NH:37][C:33]=3[N:34]=[CH:35][N:36]=2)=[O:24])[CH:8]=[CH:9][CH:10]=1. The catalyst class is: 224. (6) Reactant: [Br:1][C:2]1[CH:7]=[CH:6][C:5](I)=[C:4]([CH2:9][CH3:10])[CH:3]=1.C([Li])CCC.[B:16](OC)([O:19]C)[O:17]C.Cl. Product: [Br:1][C:2]1[CH:7]=[CH:6][C:5]([B:16]([OH:19])[OH:17])=[C:4]([CH2:9][CH3:10])[CH:3]=1. The catalyst class is: 7. (7) Reactant: [OH:1][C:2]1([CH2:15][C:16]2[CH:21]=[CH:20][CH:19]=[C:18]([NH:22][C:23]3[S:24][CH:25]=[CH:26][N:27]=3)[N:17]=2)[CH2:7][CH2:6][N:5](C(OC(C)(C)C)=O)[CH2:4][CH2:3]1.FC(F)(F)C(O)=O. Product: [S:24]1[CH:25]=[CH:26][N:27]=[C:23]1[NH:22][C:18]1[N:17]=[C:16]([CH2:15][C:2]2([OH:1])[CH2:7][CH2:6][NH:5][CH2:4][CH2:3]2)[CH:21]=[CH:20][CH:19]=1. The catalyst class is: 22. (8) Reactant: [H-].[Al+3].[Li+].[H-].[H-].[H-].[NH2:7][CH:8]([CH2:12][CH2:13][N:14]1[CH2:18][CH2:17][CH2:16][CH2:15]1)[C:9](O)=[O:10]. Product: [NH2:7][CH:8]([CH2:12][CH2:13][N:14]1[CH2:15][CH2:16][CH2:17][CH2:18]1)[CH2:9][OH:10]. The catalyst class is: 7.